Dataset: Reaction yield outcomes from USPTO patents with 853,638 reactions. Task: Predict the reaction yield, written as a fraction of the theoretical maximum amount of product (1.0 means a 100% yield; for example, 0.34 means a 34% yield). (1) The reactants are [S:1]1[C:5]2[CH:6]=[CH:7][CH:8]=[CH:9][C:4]=2[N:3]=[C:2]1[NH:10][C:11](=[O:18])[C:12]1[CH:17]=[CH:16][CH:15]=[CH:14][CH:13]=1.[H-].[Na+].Br[CH2:22][C:23]([O:25][CH2:26][CH3:27])=[O:24]. The catalyst is CN(C)C=O. The yield is 0.870. The product is [C:11]([N:10]=[C:2]1[N:3]([CH2:22][C:23]([O:25][CH2:26][CH3:27])=[O:24])[C:4]2[CH:9]=[CH:8][CH:7]=[CH:6][C:5]=2[S:1]1)(=[O:18])[C:12]1[CH:17]=[CH:16][CH:15]=[CH:14][CH:13]=1. (2) The reactants are Br[C:2]1[CH:15]=[CH:14][C:5]([CH2:6][CH2:7][N:8]2[CH2:13][CH2:12][O:11][CH2:10][CH2:9]2)=[CH:4][CH:3]=1.[CH3:16][C:17]1([CH3:26])[C:21]([CH3:23])([CH3:22])[O:20][B:19]([CH:24]=[CH2:25])[O:18]1.CCN(CC)CC. The catalyst is CC(C)([P](C(C)(C)C)([Pd][P](C(C)(C)C)(C(C)(C)C)C(C)(C)C)C(C)(C)C)C.C1(C)C=CC=CC=1. The yield is 0.770. The product is [CH3:22][C:21]1([CH3:23])[C:17]([CH3:26])([CH3:16])[O:18][B:19](/[CH:24]=[CH:25]/[C:2]2[CH:15]=[CH:14][C:5]([CH2:6][CH2:7][N:8]3[CH2:13][CH2:12][O:11][CH2:10][CH2:9]3)=[CH:4][CH:3]=2)[O:20]1. (3) The reactants are ClC[CH2:3][O:4][C:5]1[CH:6]=[C:7]2[C:12](=[CH:13][C:14]=1[O:15][CH3:16])[N:11]=[C:10]([C:17]1[CH:22]=[CH:21][CH:20]=[C:19]([C:23]3[CH:28]=[CH:27][CH:26]=[CH:25][CH:24]=3)[CH:18]=1)[N:9]=[C:8]2[NH:29][C:30]1[CH:31]=[C:32]2[C:36](=[CH:37][CH:38]=1)[N:35](C(OC(C)(C)C)=O)[N:34]=[CH:33]2.[CH3:46][NH:47][CH3:48].[CH3:49]S(C)=O. No catalyst specified. The product is [CH3:46][N:47]([CH3:49])[CH2:48][CH2:3][O:4][C:5]1[CH:6]=[C:7]2[C:12](=[CH:13][C:14]=1[O:15][CH3:16])[N:11]=[C:10]([C:17]1[CH:22]=[CH:21][CH:20]=[C:19]([C:23]3[CH:24]=[CH:25][CH:26]=[CH:27][CH:28]=3)[CH:18]=1)[N:9]=[C:8]2[NH:29][C:30]1[CH:31]=[C:32]2[C:36](=[CH:37][CH:38]=1)[NH:35][N:34]=[CH:33]2. The yield is 0.450.